From a dataset of Full USPTO retrosynthesis dataset with 1.9M reactions from patents (1976-2016). Predict the reactants needed to synthesize the given product. (1) Given the product [ClH:30].[NH:19]=[C:17]([NH:18][S:27]([CH2:23][CH2:24][CH2:25][CH3:26])(=[O:29])=[O:28])[NH:16][CH2:15][CH2:14][CH2:13][C@@H:12]([C:20]([N:31]1[CH2:35][CH2:34][CH2:33][CH2:32]1)=[O:22])[NH2:11], predict the reactants needed to synthesize it. The reactants are: C(OC([NH:11][C@H:12]([C:20]([OH:22])=O)[CH2:13][CH2:14][CH2:15][NH:16][C:17](=[NH:19])[NH2:18])=O)C1C=CC=CC=1.[CH2:23]([S:27]([Cl:30])(=[O:29])=[O:28])[CH2:24][CH2:25][CH3:26].[NH:31]1[CH2:35][CH2:34][CH2:33][CH2:32]1. (2) Given the product [CH3:1][O:2][C:3]([NH:5][N:6]=[CH:20][C:17]1[CH:18]=[C:19]2[C:14](=[CH:15][CH:16]=1)[NH:13][CH:12]=[C:11]2[CH2:10][CH2:9][N:8]([CH3:22])[CH3:7])=[O:4], predict the reactants needed to synthesize it. The reactants are: [CH3:1][O:2][C:3]([NH:5][NH2:6])=[O:4].[CH3:7][N:8]([CH3:22])[CH2:9][CH2:10][C:11]1[C:19]2[C:14](=[CH:15][CH:16]=[C:17]([CH:20]=O)[CH:18]=2)[NH:13][CH:12]=1.